From a dataset of Forward reaction prediction with 1.9M reactions from USPTO patents (1976-2016). Predict the product of the given reaction. (1) The product is: [N:42]1([CH2:47][CH2:48][NH:49][C:50]([C:52]2[CH:57]=[CH:56][C:55]([NH:58][C:59]3[N:60]=[CH:61][C:62]([NH:65][C:14](=[O:16])[C:13]4[CH:17]=[C:9]([NH:8][C:6](=[O:7])[C:5]5[CH:19]=[CH:20][CH:21]=[C:3]([C:2]([F:1])([F:23])[F:22])[CH:4]=5)[CH:10]=[CH:11][C:12]=4[CH3:18])=[CH:63][N:64]=3)=[CH:54][N:53]=2)=[O:51])[CH2:46][CH2:45][CH2:44][CH2:43]1. Given the reactants [F:1][C:2]([F:23])([F:22])[C:3]1[CH:4]=[C:5]([CH:19]=[CH:20][CH:21]=1)[C:6]([NH:8][C:9]1[CH:10]=[CH:11][C:12]([CH3:18])=[C:13]([CH:17]=1)[C:14]([OH:16])=O)=[O:7].ClC1N=C(OC)N=C(OC)N=1.CN1CCOCC1.[N:42]1([CH2:47][CH2:48][NH:49][C:50]([C:52]2[CH:57]=[CH:56][C:55]([NH:58][C:59]3[N:64]=[CH:63][C:62]([NH2:65])=[CH:61][N:60]=3)=[CH:54][N:53]=2)=[O:51])[CH2:46][CH2:45][CH2:44][CH2:43]1, predict the reaction product. (2) Given the reactants [CH3:1][O:2][C:3](=[O:12])[C:4]1[CH:9]=[CH:8][CH:7]=[C:6]([CH3:10])[C:5]=1[NH2:11].C(OC(=O)C)(=O)C.C([O-])(=O)C.[K+].[N:25](OCCC(C)C)=O, predict the reaction product. The product is: [CH3:1][O:2][C:3]([C:4]1[CH:9]=[CH:8][CH:7]=[C:6]2[C:5]=1[NH:11][N:25]=[CH:10]2)=[O:12].